This data is from Reaction yield outcomes from USPTO patents with 853,638 reactions. The task is: Predict the reaction yield, written as a fraction of the theoretical maximum amount of product (1.0 means a 100% yield; for example, 0.34 means a 34% yield). (1) The reactants are [NH2:1][C:2]1[N:3]=[CH:4][N:5]([CH2:7][CH2:8][O:9][C:10]2[C:19]3[C:14](=[CH:15][CH:16]=[CH:17][CH:18]=3)[C:13]([NH:20][C:21]([NH:23][C:24]3[N:28]([C:29]4[CH:34]=[CH:33][C:32]([CH3:35])=[CH:31][CH:30]=4)[N:27]=[C:26]([C:36]([CH3:39])([CH3:38])[CH3:37])[CH:25]=3)=[O:22])=[CH:12][CH:11]=2)[CH:6]=1.CCN(C(C)C)C(C)C.[CH3:49][O:50][CH2:51][C:52](Cl)=[O:53]. The catalyst is C(Cl)Cl. The product is [C:36]([C:26]1[CH:25]=[C:24]([NH:23][C:21](=[O:22])[NH:20][C:13]2[C:14]3[C:19](=[CH:18][CH:17]=[CH:16][CH:15]=3)[C:10]([O:9][CH2:8][CH2:7][N:5]3[CH:6]=[C:2]([NH:1][C:52](=[O:53])[CH2:51][O:50][CH3:49])[N:3]=[CH:4]3)=[CH:11][CH:12]=2)[N:28]([C:29]2[CH:34]=[CH:33][C:32]([CH3:35])=[CH:31][CH:30]=2)[N:27]=1)([CH3:39])([CH3:38])[CH3:37]. The yield is 0.140. (2) The reactants are C(N([CH2:6][CH3:7])CC)C.I[C:9]1[CH:19]=[CH:18][C:12]([C:13]([O:15][CH2:16][CH3:17])=[O:14])=[CH:11][CH:10]=1. The catalyst is Cl[Pd](Cl)([P](C1C=CC=CC=1)(C1C=CC=CC=1)C1C=CC=CC=1)[P](C1C=CC=CC=1)(C1C=CC=CC=1)C1C=CC=CC=1.[Cu]I.C1COCC1. The product is [CH:13]([C:12]1[CH:18]=[CH:19][C:9]([C:6]#[C:7][C:9]2[CH:19]=[CH:18][C:12]([C:13]([O:15][CH2:16][CH3:17])=[O:14])=[CH:11][CH:10]=2)=[CH:10][CH:11]=1)=[O:14]. The yield is 0.690. (3) The reactants are [OH-].[Li+].CO.[S:5]1[CH:9]=[CH:8][C:7]2[C:10]([N:14]3[CH2:19][CH2:18][N:17]([CH2:20][CH2:21][CH2:22][O:23][C:24]4[C:33]5[C:28](=[CH:29][CH:30]=[CH:31][CH:32]=5)[N:27]=[C:26]([C:34]([O:36]CC)=[O:35])[CH:25]=4)[CH2:16][CH2:15]3)=[CH:11][CH:12]=[CH:13][C:6]1=2.[ClH:39]. The catalyst is O. The product is [ClH:39].[S:5]1[CH:9]=[CH:8][C:7]2[C:10]([N:14]3[CH2:19][CH2:18][N:17]([CH2:20][CH2:21][CH2:22][O:23][C:24]4[C:33]5[C:28](=[CH:29][CH:30]=[CH:31][CH:32]=5)[N:27]=[C:26]([C:34]([OH:36])=[O:35])[CH:25]=4)[CH2:16][CH2:15]3)=[CH:11][CH:12]=[CH:13][C:6]1=2. The yield is 0.980. (4) The product is [CH3:16][O:17][C:18]1[CH:23]=[CH:22][C:21]([N:24]2[CH:1]=[C:3]([C:4]3[N:9]=[C:8]([C:10]([OH:12])=[O:11])[CH:7]=[CH:6][CH:5]=3)[CH:13]=[N:25]2)=[CH:20][CH:19]=1. The yield is 0.610. The catalyst is C(O)(=O)C. The reactants are [CH:1]([CH:3]([CH:13]=O)[C:4]1[N:9]=[C:8]([C:10]([OH:12])=[O:11])[CH:7]=[CH:6][CH:5]=1)=O.Cl.[CH3:16][O:17][C:18]1[CH:23]=[CH:22][C:21]([NH:24][NH2:25])=[CH:20][CH:19]=1.C([O-])(=O)C.[Na+]. (5) The reactants are [Cl:1][C:2]1[CH:3]=[CH:4][C:5]([O:19][CH3:20])=[C:6]([C:8]2[N:12]([CH2:13][CH2:14][CH:15]([CH3:17])[CH3:16])[N:11]=[CH:10][C:9]=2[NH2:18])[CH:7]=1.[N:21]1[N:25]2[CH:26]=[CH:27][CH:28]=[N:29][C:24]2=[C:23]([C:30](O)=[O:31])[CH:22]=1.F[P-](F)(F)(F)(F)F.N1(O[P+](N2CCCC2)(N2CCCC2)N2CCCC2)C2N=CC=CC=2N=N1.C(N(CC)C(C)C)(C)C. The catalyst is CN(C)C=O. The product is [Cl:1][C:2]1[CH:3]=[CH:4][C:5]([O:19][CH3:20])=[C:6]([C:8]2[N:12]([CH2:13][CH2:14][CH:15]([CH3:17])[CH3:16])[N:11]=[CH:10][C:9]=2[NH:18][C:30]([C:23]2[CH:22]=[N:21][N:25]3[CH:26]=[CH:27][CH:28]=[N:29][C:24]=23)=[O:31])[CH:7]=1. The yield is 0.123. (6) The reactants are C(O[C:4]([C:6]1[O:10][C:9]([C:11]2[CH:16]=[CH:15][C:14]([Br:17])=[CH:13][CH:12]=2)=[N:8][C:7]=1[CH:18]([CH3:20])[CH3:19])=[O:5])C.Br[C:22]1C=CC(C(O)=O)=CC=1.[H-].[Na+].C(OC(=O)C(Cl)C(=O)C(C)C)C.C([O-])(=O)C.[NH4+]. The catalyst is CN(C=O)C. The product is [Br:17][C:14]1[CH:13]=[CH:12][C:11]([C:9]2[O:10][C:6]([CH:4]([OH:5])[CH3:22])=[C:7]([CH:18]([CH3:19])[CH3:20])[N:8]=2)=[CH:16][CH:15]=1. The yield is 0.550. (7) The reactants are O.[Cl:2][C:3]1[N:21]=[CH:20][CH:19]=[CH:18][C:4]=1[C:5]([CH:7](C(OCC)=O)C(OCC)=O)=[O:6].Cl. The catalyst is CS(C)=O. The product is [Cl:2][C:3]1[C:4]([C:5](=[O:6])[CH3:7])=[CH:18][CH:19]=[CH:20][N:21]=1. The yield is 0.560. (8) The reactants are C([N:8]([CH3:31])[C:9]1([C:12]2[CH:17]=[CH:16][C:15]([C:18]#[C:19][C:20]3[CH:30]=[CH:29][C:23]([C:24]([O:26]CC)=[O:25])=[CH:22][CH:21]=3)=[CH:14][CH:13]=2)[CH2:11][CH2:10]1)C1C=CC=CC=1.[OH-].[Na+]. The catalyst is C(O)C.O1CCCC1. The product is [CH2:9]([CH2:31][NH:8][C:9]1([C:12]2[CH:13]=[CH:14][C:15]([C:18]#[C:19][C:20]3[CH:21]=[CH:22][C:23]([C:24]([OH:26])=[O:25])=[CH:29][CH:30]=3)=[CH:16][CH:17]=2)[CH2:11][CH2:10]1)[C:12]1[CH:17]=[CH:16][CH:15]=[CH:14][CH:13]=1. The yield is 0.750. (9) The reactants are [Br:1][C:2]1[CH:3]=[CH:4][C:5]2[O:9][C:8]([C:10](O)=[O:11])=[C:7]([CH3:13])[C:6]=2[C:14]=1[O:15][CH:16]([CH3:18])[CH3:17].B.C1COCC1. The catalyst is C1COCC1. The product is [Br:1][C:2]1[CH:3]=[CH:4][C:5]2[O:9][C:8]([CH2:10][OH:11])=[C:7]([CH3:13])[C:6]=2[C:14]=1[O:15][CH:16]([CH3:18])[CH3:17]. The yield is 0.805.